This data is from Forward reaction prediction with 1.9M reactions from USPTO patents (1976-2016). The task is: Predict the product of the given reaction. (1) Given the reactants [CH2:1]([O:8][C:9]1[CH:20]=[CH:19][CH:18]=[C:17]2[C:10]=1[NH:11][CH:12]=[C:13]2[CH2:14][CH2:15][NH2:16])[C:2]1[CH:7]=[CH:6][CH:5]=[CH:4][CH:3]=1.C1COCC1.[CH3:26][N:27]([CH3:41])[C:28]1([C:35]2[CH:40]=[CH:39][CH:38]=[CH:37][CH:36]=2)[CH2:33][CH2:32][C:31](=O)[CH2:30][CH2:29]1.C(O[BH-](OC(=O)C)OC(=O)C)(=O)C.[Na+].[Cl:56]CCCl, predict the reaction product. The product is: [ClH:56].[ClH:56].[CH2:1]([O:8][C:9]1[CH:20]=[CH:19][CH:18]=[C:17]2[C:10]=1[NH:11][CH:12]=[C:13]2[CH2:14][CH2:15][NH:16][CH:31]1[CH2:30][CH2:29][C:28]([C:35]2[CH:36]=[CH:37][CH:38]=[CH:39][CH:40]=2)([N:27]([CH3:41])[CH3:26])[CH2:33][CH2:32]1)[C:2]1[CH:3]=[CH:4][CH:5]=[CH:6][CH:7]=1. (2) Given the reactants Cl.[N:2]1([CH2:8][CH2:9][C:10]2[CH:19]=[CH:18][C:13]3[C:14](=[O:17])[O:15][CH2:16][C:12]=3[CH:11]=2)[CH2:7][CH2:6][NH:5][CH2:4][CH2:3]1.[Br:20][C:21]1[CH:28]=[C:27]([CH2:29][CH:30]=O)[CH:26]=[CH:25][C:22]=1[C:23]#[N:24], predict the reaction product. The product is: [Br:20][C:21]1[CH:28]=[C:27]([CH2:29][CH2:30][N:5]2[CH2:6][CH2:7][N:2]([CH2:8][CH2:9][C:10]3[CH:11]=[C:12]4[C:13](=[CH:18][CH:19]=3)[C:14](=[O:17])[O:15][CH2:16]4)[CH2:3][CH2:4]2)[CH:26]=[CH:25][C:22]=1[C:23]#[N:24]. (3) Given the reactants [H-].[Al+3].[Li+].[H-].[H-].[H-].[F:7][C:8]1[C:16]([O:17][CH3:18])=[CH:15][CH:14]=[CH:13][C:9]=1[C:10](O)=[O:11].[OH-].[Na+], predict the reaction product. The product is: [F:7][C:8]1[C:16]([O:17][CH3:18])=[CH:15][CH:14]=[CH:13][C:9]=1[CH2:10][OH:11].